From a dataset of Full USPTO retrosynthesis dataset with 1.9M reactions from patents (1976-2016). Predict the reactants needed to synthesize the given product. (1) Given the product [CH3:35][C:36]1[N:33]=[C:31]([N:29]2[CH:27]=[C:26]([C:14]3[CH:15]=[N:16][C:17]4[C:12]([CH:13]=3)=[N:11][CH:10]=[CH:19][CH:18]=4)[CH:24]=[N:22]2)[CH:39]=[CH:38][CH:37]=1, predict the reactants needed to synthesize it. The reactants are: CC1N=C(C(=O)C[C:10]2[CH:19]=[CH:18][C:17]3[C:12](=[CH:13][CH:14]=[CH:15][N:16]=3)[N:11]=2)C=CC=1.C[N:22]([CH:24]=O)C.[CH3:26][C:27]([N:29]([CH3:31])C)=O.O.[NH2:33]N.[CH3:35][CH2:36][CH2:37][CH2:38][CH3:39]. (2) Given the product [C:31]([O:16][C@@H:15]1[C@H:17]([OH:18])[C@H:19]([OH:20])[CH2:21][O:22][C@H:14]1[N:12]1[CH:13]=[C:8]([CH2:7][CH2:6][N:5]2[C:4](=[O:25])[C:3]3=[CH:26][CH:27]=[CH:28][CH:29]=[C:2]3[C:1]2=[O:30])[C:9](=[O:24])[NH:10][C:11]1=[O:23])(=[O:38])[C:32]1[CH:37]=[CH:36][CH:35]=[CH:34][CH:33]=1, predict the reactants needed to synthesize it. The reactants are: [C:1]1(=[O:30])[N:5]([CH2:6][CH2:7][C:8]2[C:9](=[O:24])[NH:10][C:11](=[O:23])[N:12]([C@@H:14]3[O:22][CH2:21][C@@H:19]([OH:20])[C@@H:17]([OH:18])[C@H:15]3[OH:16])[CH:13]=2)[C:4](=[O:25])[C:3]2=[CH:26][CH:27]=[CH:28][CH:29]=[C:2]12.[C:31](Cl)(=[O:38])[C:32]1[CH:37]=[CH:36][CH:35]=[CH:34][CH:33]=1.[Cl-].[NH4+]. (3) Given the product [C:20]([C:22]1[CH:27]=[C:26]([C:2]2[CH:7]=[CH:6][C:5]([S:8]([NH:11][C@H:12]([C:16]([O:18][CH3:19])=[O:17])[CH:13]([CH3:15])[CH3:14])(=[O:10])=[O:9])=[CH:4][CH:3]=2)[CH:25]=[CH:24][CH:23]=1)#[N:21], predict the reactants needed to synthesize it. The reactants are: Br[C:2]1[CH:7]=[CH:6][C:5]([S:8]([NH:11][C@H:12]([C:16]([O:18][CH3:19])=[O:17])[CH:13]([CH3:15])[CH3:14])(=[O:10])=[O:9])=[CH:4][CH:3]=1.[C:20]([C:22]1[CH:23]=[C:24](B(O)O)[CH:25]=[CH:26][CH:27]=1)#[N:21].C(=O)([O-])[O-].[Na+].[Na+].C1(C)C=CC=CC=1. (4) Given the product [O-:14][S:12]([C:15]([F:18])([F:17])[F:16])(=[O:13])=[O:11].[C:19]1([S+:10]2[C:9]3[CH:8]=[CH:7][CH:6]=[CH:5][C:4]=3[CH:3]=[C:2]2[CH3:1])[CH:24]=[CH:23][CH:22]=[CH:21][CH:20]=1, predict the reactants needed to synthesize it. The reactants are: [CH3:1][C:2]1[S:10][C:9]2[C:4](=[CH:5][CH:6]=[CH:7][CH:8]=2)[CH:3]=1.[O-:11][S:12]([C:15]([F:18])([F:17])[F:16])(=[O:14])=[O:13].[C:19]1([I+]C2C=CC=CC=2)[CH:24]=[CH:23][CH:22]=[CH:21][CH:20]=1.C(OCC)C. (5) Given the product [N+:18]([C:21]1[CH:22]=[CH:23][C:24]([N:27]2[CH2:32][CH2:31][N:30]([C:14](=[O:16])[CH2:13][CH2:12][C:11]([C:8]3[CH:7]=[CH:6][C:5]([O:4][C:1](=[O:3])[CH3:2])=[CH:10][CH:9]=3)=[O:17])[CH2:29][CH2:28]2)=[CH:25][CH:26]=1)([O-:20])=[O:19], predict the reactants needed to synthesize it. The reactants are: [C:1]([O:4][C:5]1[CH:10]=[CH:9][C:8]([C:11](=[O:17])[CH2:12][CH2:13][C:14]([OH:16])=O)=[CH:7][CH:6]=1)(=[O:3])[CH3:2].[N+:18]([C:21]1[CH:26]=[CH:25][C:24]([N:27]2[CH2:32][CH2:31][NH:30][CH2:29][CH2:28]2)=[CH:23][CH:22]=1)([O-:20])=[O:19].C(N(C(C)C)C(C)C)C.F[P-](F)(F)(F)(F)F.N1(OC(N(C)C)=[N+](C)C)C2C=CC=CC=2N=N1. (6) Given the product [C:1]([C:5]1[CH:6]=[CH:7][C:8]([C:11]([F:16])([F:15])[C:12]([NH:23][CH2:24][C:25]2[CH:26]=[C:27]3[C:31](=[CH:32][CH:33]=2)[C:30](=[O:34])[N:29]([CH:35]2[CH2:40][CH2:39][C:38](=[O:41])[NH:37][C:36]2=[O:42])[CH2:28]3)=[O:14])=[N:9][CH:10]=1)([CH3:2])([CH3:3])[CH3:4], predict the reactants needed to synthesize it. The reactants are: [C:1]([C:5]1[CH:6]=[CH:7][C:8]([C:11]([F:16])([F:15])[C:12]([OH:14])=O)=[N:9][CH:10]=1)([CH3:4])([CH3:3])[CH3:2].P(Cl)(Cl)(Cl)=O.Cl.[NH2:23][CH2:24][C:25]1[CH:26]=[C:27]2[C:31](=[CH:32][CH:33]=1)[C:30](=[O:34])[N:29]([CH:35]1[CH2:40][CH2:39][C:38](=[O:41])[NH:37][C:36]1=[O:42])[CH2:28]2.C(=O)(O)[O-].[Na+].